From a dataset of Peptide-MHC class I binding affinity with 185,985 pairs from IEDB/IMGT. Regression. Given a peptide amino acid sequence and an MHC pseudo amino acid sequence, predict their binding affinity value. This is MHC class I binding data. (1) The peptide sequence is LPRELIFQVW. The MHC is Mamu-B17 with pseudo-sequence Mamu-B17. The binding affinity (normalized) is 0.184. (2) The peptide sequence is VWKSGILQLF. The MHC is HLA-A23:01 with pseudo-sequence HLA-A23:01. The binding affinity (normalized) is 0.740. (3) The peptide sequence is YRHDGGNVL. The MHC is HLA-B44:02 with pseudo-sequence HLA-B44:02. The binding affinity (normalized) is 0. (4) The peptide sequence is EPEKDIRELL. The MHC is HLA-B35:01 with pseudo-sequence HLA-B35:01. The binding affinity (normalized) is 0.0317.